This data is from Drug half-life prediction data from Obach et al.. The task is: Regression/Classification. Given a drug SMILES string, predict its absorption, distribution, metabolism, or excretion properties. Task type varies by dataset: regression for continuous measurements (e.g., permeability, clearance, half-life) or binary classification for categorical outcomes (e.g., BBB penetration, CYP inhibition). For this dataset (half_life_obach), we predict log10(half-life) (log10 of half-life in hours). (1) The compound is CC[C@@]1(O)C(=O)OCc2c1cc1n(c2=O)Cc2cc3c(CN(C)C)c(O)ccc3nc2-1. The log10(half-life) is 0.360. (2) The compound is CCOc1ccccc1OC(c1ccccc1)C1CNCCO1. The log10(half-life) is 1.00. (3) The drug is C[C@@H]1C(=O)O[C@H]2[C@H](O)[C@@]34[C@H]5C[C@@H](C(C)(C)C)[C@]36[C@@H](OC(=O)[C@@H]6O)O[C@@]4(C(=O)O5)[C@@]12O. The log10(half-life) is 0.720. (4) The compound is CCN(CC)CCNC(=O)c1ccc(NC(C)=O)cc1. The log10(half-life) is 0.810. (5) The molecule is Cc1ccc(O)c([C@H](CCN(C(C)C)C(C)C)c2ccccc2)c1. The log10(half-life) is 0.380. (6) The compound is COc1cc(OC)c(C(=O)CCCN2CCCC2)c(OC)c1. The log10(half-life) is 0.520. (7) The molecule is C=CC[N+]1([C@H]2C[C@H]3[C@@H]4CC[C@H]5C[C@H](O)[C@@H](N6CCOCC6)C[C@]5(C)[C@H]4CC[C@]3(C)[C@H]2OC(C)=O)CCCC1. The log10(half-life) is 0.200. (8) The compound is CO[C@@]1(NC(=O)CSCC#N)C(=O)N2C(C(=O)O)=C(CSc3nnnn3C)CS[C@@H]21. The log10(half-life) is 0.180.